Dataset: Catalyst prediction with 721,799 reactions and 888 catalyst types from USPTO. Task: Predict which catalyst facilitates the given reaction. (1) Reactant: Cl.[F:2][C:3]1[CH:11]=[C:10]2[C:6]([C:7]([C:21]3[CH:22]=[N:23][N:24]([CH:26]4[CH2:31][CH2:30][NH:29][CH2:28][CH2:27]4)[CH:25]=3)=[CH:8][N:9]2[S:12]([C:15]2[CH:20]=[CH:19][CH:18]=[CH:17][CH:16]=2)(=[O:14])=[O:13])=[CH:5][CH:4]=1.CCN(CC)CC.[CH2:39]([S:41](Cl)(=[O:43])=[O:42])[CH3:40]. Product: [CH2:39]([S:41]([N:29]1[CH2:30][CH2:31][CH:26]([N:24]2[CH:25]=[C:21]([C:7]3[C:6]4[C:10](=[CH:11][C:3]([F:2])=[CH:4][CH:5]=4)[N:9]([S:12]([C:15]4[CH:16]=[CH:17][CH:18]=[CH:19][CH:20]=4)(=[O:13])=[O:14])[CH:8]=3)[CH:22]=[N:23]2)[CH2:27][CH2:28]1)(=[O:43])=[O:42])[CH3:40]. The catalyst class is: 91. (2) Reactant: [Br:1][C:2]1[CH:3]=[C:4]2[C:8](=[CH:9][CH:10]=1)[CH2:7][CH:6]([N:11]1[CH2:16][CH2:15][NH:14][CH2:13][C:12]1=[O:17])[CH2:5]2.CC(O)=O.[O:22]=[C:23]1[C:27]2[CH:28]=[CH:29][C:30]([CH2:32][CH:33]=O)=[CH:31][C:26]=2[CH2:25][O:24]1.[BH3-]C#N.[Na+]. Product: [Br:1][C:2]1[CH:3]=[C:4]2[C:8](=[CH:9][CH:10]=1)[CH2:7][CH:6]([N:11]1[CH2:16][CH2:15][N:14]([CH2:33][CH2:32][C:30]3[CH:29]=[CH:28][C:27]4[C:23](=[O:22])[O:24][CH2:25][C:26]=4[CH:31]=3)[CH2:13][C:12]1=[O:17])[CH2:5]2. The catalyst class is: 512. (3) Reactant: FC(F)(F)C([O-])=O.[CH3:8][C:9]1[C:17]2[CH2:16][O:15][C:14](=[O:18])[C:13]=2[CH:12]=[CH:11][C:10]=1[S:19][CH2:20][CH:21]1[CH2:26][CH2:25][NH2+:24][CH2:23][CH2:22]1.CCN(C(C)C)C(C)C.[CH3:36][C:37]1[C:45]2[CH2:44][O:43][C:42](=[O:46])[C:41]=2[CH:40]=[CH:39][C:38]=1[C@@H:47]1[CH2:49][O:48]1. Product: [OH:48][C@H:47]([C:38]1[CH:39]=[CH:40][C:41]2[C:42](=[O:46])[O:43][CH2:44][C:45]=2[C:37]=1[CH3:36])[CH2:49][N:24]1[CH2:25][CH2:26][CH:21]([CH2:20][S:19][C:10]2[CH:11]=[CH:12][C:13]3[C:14](=[O:18])[O:15][CH2:16][C:17]=3[C:9]=2[CH3:8])[CH2:22][CH2:23]1. The catalyst class is: 8. (4) Reactant: C([O:3][C:4]([C:6]1[S:7][C:8]([CH:11]([O:13][C:14]2[CH:19]=[C:18]([CH3:20])[C:17]([C:21]3[CH:26]=[CH:25][C:24]([C:27]([CH3:30])([CH3:29])[CH3:28])=[CH:23][CH:22]=3)=[C:16]([CH3:31])[CH:15]=2)[CH3:12])=[CH:9][CH:10]=1)=[O:5])C.[OH-].[Li+].Cl. Product: [C:27]([C:24]1[CH:23]=[CH:22][C:21]([C:17]2[C:18]([CH3:20])=[CH:19][C:14]([O:13][CH:11]([C:8]3[S:7][C:6]([C:4]([OH:5])=[O:3])=[CH:10][CH:9]=3)[CH3:12])=[CH:15][C:16]=2[CH3:31])=[CH:26][CH:25]=1)([CH3:30])([CH3:28])[CH3:29]. The catalyst class is: 1. (5) Reactant: [NH2:1][CH2:2][CH2:3][NH:4][C:5](=[O:11])[O:6][C:7]([CH3:10])([CH3:9])[CH3:8].[N:12]1[C:21]2[C:20](=O)[CH2:19][CH2:18][CH2:17][C:16]=2[CH:15]=[CH:14][CH:13]=1.C(O)(=O)C.C(O[BH-](OC(=O)C)OC(=O)C)(=O)C.[Na+].C(=O)([O-])[O-].[Na+].[Na+]. Product: [N:12]1[C:21]2[CH:20]([NH:1][CH2:2][CH2:3][NH:4][C:5](=[O:11])[O:6][C:7]([CH3:8])([CH3:10])[CH3:9])[CH2:19][CH2:18][CH2:17][C:16]=2[CH:15]=[CH:14][CH:13]=1. The catalyst class is: 26. (6) Reactant: [CH3:1][O:2][C:3]1[CH:4]=[C:5]([CH:11]=[C:12]([C:16]2[CH:21]=[CH:20][C:19]([OH:22])=[CH:18][CH:17]=2)[C:13]([OH:15])=[O:14])[CH:6]=[C:7]([O:9][CH3:10])[CH:8]=1.F[C:24]1[CH:29]=[CH:28][C:27]([N+:30]([O-:32])=[O:31])=[CH:26][CH:25]=1.[H-].[Na+]. Product: [CH3:10][O:9][C:7]1[CH:6]=[C:5]([CH:11]=[C:12]([C:16]2[CH:17]=[CH:18][C:19]([O:22][C:24]3[CH:29]=[CH:28][C:27]([N+:30]([O-:32])=[O:31])=[CH:26][CH:25]=3)=[CH:20][CH:21]=2)[C:13]([OH:15])=[O:14])[CH:4]=[C:3]([O:2][CH3:1])[CH:8]=1. The catalyst class is: 3.